This data is from Forward reaction prediction with 1.9M reactions from USPTO patents (1976-2016). The task is: Predict the product of the given reaction. (1) Given the reactants ClC(Cl)(O[C:5](=[O:11])OC(Cl)(Cl)Cl)Cl.[NH2:13][CH:14]1[CH2:19][CH2:18][N:17]([C:20]([O:22][C:23]([CH3:26])([CH3:25])[CH3:24])=[O:21])[CH2:16][CH2:15]1.C(N(CC)CC)C.[F:34][C:35]1[CH:40]=[CH:39][C:38]([NH:41][C:42]2[CH:47]=[CH:46][C:45]([F:48])=[CH:44][CH:43]=2)=[CH:37][CH:36]=1, predict the reaction product. The product is: [C:23]([O:22][C:20]([N:17]1[CH2:16][CH2:15][CH:14]([NH:13][C:5]([N:41]([C:38]2[CH:39]=[CH:40][C:35]([F:34])=[CH:36][CH:37]=2)[C:42]2[CH:43]=[CH:44][C:45]([F:48])=[CH:46][CH:47]=2)=[O:11])[CH2:19][CH2:18]1)=[O:21])([CH3:26])([CH3:25])[CH3:24]. (2) Given the reactants [CH3:1][C:2]1([CH3:13])[CH2:11][C:10]2[C:9]([NH2:12])=[CH:8][CH:7]=[CH:6][C:5]=2[CH2:4][CH2:3]1.C(N(CC)CC)C.[F:21][CH:22]([F:32])[C:23]1[N:31]=[CH:30][CH:29]=[CH:28][C:24]=1[C:25](Cl)=[O:26], predict the reaction product. The product is: [F:32][CH:22]([F:21])[C:23]1[N:31]=[CH:30][CH:29]=[CH:28][C:24]=1[C:25]([NH:12][C:9]1[C:10]2[CH2:11][C:2]([CH3:13])([CH3:1])[CH2:3][CH2:4][C:5]=2[CH:6]=[CH:7][CH:8]=1)=[O:26]. (3) Given the reactants C[C:2]1[CH:3]=[C:4]([CH:8]=[C:9](CC(C)C)[N:10]=1)[C:5]([OH:7])=[O:6].C(B1OB(C(C)=C)OB(C(C)=C)O1)(C)=C, predict the reaction product. The product is: [C:5]([OH:7])(=[O:6])[C:4]1[CH:8]=[CH:9][N:10]=[CH:2][CH:3]=1. (4) The product is: [N:46]12[CH2:35][CH2:34][CH:43]([CH2:38][CH2:39]1)[C@H:42]([NH:44][C:26](=[O:28])[CH2:25][CH2:24][C:23]([NH:22][C@@H:6]([CH2:5][C:4]1[CH:30]=[C:31]([F:33])[CH:32]=[C:2]([F:1])[CH:3]=1)[C@H:7]([OH:21])[CH2:8][NH:9][C:10]1([C:13]3[CH:18]=[CH:17][CH:16]=[C:15]([CH2:19][CH3:20])[CH:14]=3)[CH2:12][CH2:11]1)=[O:29])[CH2:41]2.[CH:26]([OH:28])=[O:27]. Given the reactants [F:1][C:2]1[CH:3]=[C:4]([CH:30]=[C:31]([F:33])[CH:32]=1)[CH2:5][C@H:6]([NH:22][C:23](=[O:29])[CH2:24][CH2:25][C:26]([OH:28])=[O:27])[C@H:7]([OH:21])[CH2:8][NH:9][C:10]1([C:13]2[CH:18]=[CH:17][CH:16]=[C:15]([CH2:19][CH3:20])[CH:14]=2)[CH2:12][CH2:11]1.[CH2:34](Cl)[CH2:35]Cl.[CH:38]1[CH:39]=C[C:41]2[N:46](O)N=[N:44][C:42]=2[CH:43]=1, predict the reaction product.